From a dataset of Reaction yield outcomes from USPTO patents with 853,638 reactions. Predict the reaction yield, written as a fraction of the theoretical maximum amount of product (1.0 means a 100% yield; for example, 0.34 means a 34% yield). The reactants are [OH:1][CH2:2][C:3]1[CH:37]=[CH:36][C:6]([CH2:7][N:8]2[C:13](=[O:14])[C:12]([CH2:15][C:16]3[CH:21]=[CH:20][C:19]([C:22]4[C:23]([C:28]#[N:29])=[CH:24][CH:25]=[CH:26][CH:27]=4)=[CH:18][CH:17]=3)=[C:11]([CH2:30][CH2:31][CH3:32])[N:10]3[N:33]=[CH:34][N:35]=[C:9]23)=[CH:5][CH:4]=1. The catalyst is [O-2].[O-2].[Mn+4].C(Cl)Cl. The product is [CH:2]([C:3]1[CH:4]=[CH:5][C:6]([CH2:7][N:8]2[C:13](=[O:14])[C:12]([CH2:15][C:16]3[CH:21]=[CH:20][C:19]([C:22]4[C:23]([C:28]#[N:29])=[CH:24][CH:25]=[CH:26][CH:27]=4)=[CH:18][CH:17]=3)=[C:11]([CH2:30][CH2:31][CH3:32])[N:10]3[N:33]=[CH:34][N:35]=[C:9]23)=[CH:36][CH:37]=1)=[O:1]. The yield is 0.960.